From a dataset of Reaction yield outcomes from USPTO patents with 853,638 reactions. Predict the reaction yield, written as a fraction of the theoretical maximum amount of product (1.0 means a 100% yield; for example, 0.34 means a 34% yield). (1) The reactants are [CH2:1]([O:8][NH:9][C:10](=[O:24])[C@@H:11]([NH:16][C:17](=[O:23])[O:18][C:19]([CH3:22])([CH3:21])[CH3:20])[C:12](O)([CH3:14])[CH3:13])[C:2]1[CH:7]=[CH:6][CH:5]=[CH:4][CH:3]=1. The catalyst is N1C=CC=CC=1C. The product is [CH2:1]([O:8][N:9]1[C:10](=[O:24])[C@@H:11]([NH:16][C:17](=[O:23])[O:18][C:19]([CH3:22])([CH3:21])[CH3:20])[C:12]1([CH3:14])[CH3:13])[C:2]1[CH:7]=[CH:6][CH:5]=[CH:4][CH:3]=1. The yield is 0.422. (2) The reactants are Br[CH2:2][C:3]([O:5][CH2:6][CH3:7])=[O:4].C(=O)([O-])[O-].[K+].[K+].[CH3:14][C:15]1[CH:24]=[C:23]([CH3:25])[C:22]2[CH2:21][CH2:20][CH2:19][CH2:18][C:17]=2[C:16]=1[N:26]1[C:30]([C:31]([F:34])([F:33])[F:32])=[N:29][N:28]=[C:27]1[SH:35].CN(C=O)C. The product is [CH3:14][C:15]1[CH:24]=[C:23]([CH3:25])[C:22]2[CH2:21][CH2:20][CH2:19][CH2:18][C:17]=2[C:16]=1[N:26]1[C:30]([C:31]([F:34])([F:33])[F:32])=[N:29][N:28]=[C:27]1[S:35][CH2:2][C:3]([O:5][CH2:6][CH3:7])=[O:4]. The yield is 0.540. The catalyst is C1COCC1.O. (3) The reactants are [CH3:1][C@H:2]1[N:7]([C:8]2[CH:13]=[C:12]([C:14]3([S:17]([CH3:20])(=[NH:19])=[O:18])[CH2:16][CH2:15]3)[N:11]=[C:10]([C:21]3[CH:26]=[N:25][CH:24]=[C:23]4[N:27](C(OC(C)(C)C)=O)[CH:28]=[CH:29][C:22]=34)[N:9]=2)[CH2:6][CH2:5][O:4][CH2:3]1.C(O)(C(F)(F)F)=O. The catalyst is C(Cl)Cl. The product is [CH3:1][C@@H:2]1[CH2:3][O:4][CH2:5][CH2:6][N:7]1[C:8]1[CH:13]=[C:12]([C:14]2([S:17]([CH3:20])(=[NH:19])=[O:18])[CH2:16][CH2:15]2)[N:11]=[C:10]([C:21]2[CH:26]=[N:25][CH:24]=[C:23]3[NH:27][CH:28]=[CH:29][C:22]=23)[N:9]=1. The yield is 0.480.